Dataset: Full USPTO retrosynthesis dataset with 1.9M reactions from patents (1976-2016). Task: Predict the reactants needed to synthesize the given product. (1) Given the product [CH2:1]([NH:3][CH2:4][C:5]1[N:10]=[CH:9][C:8]([C:11]2[CH:12]=[CH:13][C:14]([C@@H:17]([OH:21])[C@@H:18]([NH:19][C:24](=[O:28])[CH:25]([F:26])[F:27])[CH2:29][F:30])=[CH:15][CH:16]=2)=[CH:7][CH:6]=1)[CH3:2], predict the reactants needed to synthesize it. The reactants are: [CH2:1]([NH:3][CH2:4][C:5]1[N:10]=[CH:9][C:8]([C:11]2[CH:16]=[CH:15][C:14]([C@H:17]3[O:21]C(C)(C)[N:19]([C:24](=[O:28])[CH:25]([F:27])[F:26])[C@@H:18]3[CH2:29][F:30])=[CH:13][CH:12]=2)=[CH:7][CH:6]=1)[CH3:2].FC(F)(F)C(O)=O. (2) Given the product [C:1]([O:5][C:6]([N:8]1[CH2:13][CH2:12][CH:11]([C:14]2[CH:19]=[CH:18][C:17]([O:20][CH2:21][CH2:22][CH2:23][O:24][CH2:25][C:26]3[CH:31]=[CH:30][CH:29]=[CH:28][C:27]=3[O:32][CH3:33])=[CH:16][CH:15]=2)[CH:10]([NH:34][C:45]([C:42]2[CH:43]=[C:44]3[C:39]([CH:38]=[CH:37][CH:36]=[N:35]3)=[CH:40][CH:41]=2)=[O:46])[CH2:9]1)=[O:7])([CH3:3])([CH3:4])[CH3:2], predict the reactants needed to synthesize it. The reactants are: [C:1]([O:5][C:6]([N:8]1[CH2:13][CH2:12][CH:11]([C:14]2[CH:19]=[CH:18][C:17]([O:20][CH2:21][CH2:22][CH2:23][O:24][CH2:25][C:26]3[CH:31]=[CH:30][CH:29]=[CH:28][C:27]=3[O:32][CH3:33])=[CH:16][CH:15]=2)[CH:10]([NH2:34])[CH2:9]1)=[O:7])([CH3:4])([CH3:3])[CH3:2].[N:35]1[C:44]2[C:39](=[CH:40][CH:41]=[C:42]([C:45](O)=[O:46])[CH:43]=2)[CH:38]=[CH:37][CH:36]=1.CN(C(ON1N=NC2C=CC=CC1=2)=[N+](C)C)C.F[P-](F)(F)(F)(F)F.C1C=CC2N(O)N=NC=2C=1.C(N(C(C)C)CC)(C)C. (3) The reactants are: [F:1][C:2]1[CH:3]=[C:4]([CH:40]=[C:41]([F:43])[CH:42]=1)[CH2:5][C@H:6]([NH:20][C:21]([C:23]1[CH:24]=[C:25]([C:29]2[O:30][C:31]([CH2:34][CH2:35][C:36]([O:38]C)=[O:37])=[CH:32][N:33]=2)[CH:26]=[CH:27][CH:28]=1)=[O:22])[C@H:7]([OH:19])[CH2:8][NH:9][CH2:10][C:11]1[CH:16]=[CH:15][CH:14]=[C:13]([CH2:17][CH3:18])[CH:12]=1.O.[OH-].[Li+]. Given the product [F:1][C:2]1[CH:3]=[C:4]([CH:40]=[C:41]([F:43])[CH:42]=1)[CH2:5][C@H:6]([NH:20][C:21]([C:23]1[CH:24]=[C:25]([C:29]2[O:30][C:31]([CH2:34][CH2:35][C:36]([OH:38])=[O:37])=[CH:32][N:33]=2)[CH:26]=[CH:27][CH:28]=1)=[O:22])[C@H:7]([OH:19])[CH2:8][NH:9][CH2:10][C:11]1[CH:16]=[CH:15][CH:14]=[C:13]([CH2:17][CH3:18])[CH:12]=1, predict the reactants needed to synthesize it. (4) The reactants are: [CH3:1][O:2][C:3]1[CH:8]=[CH:7][C:6]2[C:9]3[N:10]([CH2:21][CH2:22][CH2:23][CH2:24][CH2:25]Cl)[C:11]4[C:16]([C:17]=3[CH2:18][CH2:19][S:20][C:5]=2[CH:4]=1)=[CH:15][CH:14]=[CH:13][CH:12]=4.[NH:27]1[CH2:32][CH2:31][CH2:30][CH2:29][CH2:28]1. Given the product [CH3:1][O:2][C:3]1[CH:8]=[CH:7][C:6]2[C:9]3[N:10]([CH2:21][CH2:22][CH2:23][CH2:24][CH2:25][N:27]4[CH2:32][CH2:31][CH2:30][CH2:29][CH2:28]4)[C:11]4[C:16]([C:17]=3[CH2:18][CH2:19][S:20][C:5]=2[CH:4]=1)=[CH:15][CH:14]=[CH:13][CH:12]=4, predict the reactants needed to synthesize it. (5) The reactants are: O1[C:5]2([CH2:10][CH2:9][CH:8]([O:11][C:12]3[CH:17]=[C:16]([C:18]([OH:21])([CH3:20])[CH3:19])[CH:15]=[C:14]([C:22]([F:25])([F:24])[F:23])[N:13]=3)[CH2:7][CH2:6]2)[O:4]CC1.Cl.O. Given the product [OH:21][C:18]([C:16]1[CH:15]=[C:14]([C:22]([F:24])([F:25])[F:23])[N:13]=[C:12]([O:11][CH:8]2[CH2:9][CH2:10][C:5](=[O:4])[CH2:6][CH2:7]2)[CH:17]=1)([CH3:20])[CH3:19], predict the reactants needed to synthesize it. (6) Given the product [OH:11][C@H:10]([C:12]1[C:13]([CH3:22])=[C:14]2[C:18](=[CH:19][CH:20]=1)[C:17](=[O:21])[O:16][CH2:15]2)[CH2:9][N:6]1[CH2:7][CH2:8][CH:3]([NH:2][C:32](=[O:33])[C:31]2[CH:30]=[CH:29][C:28]([C:24]3[S:23][CH:27]=[CH:26][N:25]=3)=[CH:36][CH:35]=2)[CH2:4][CH2:5]1, predict the reactants needed to synthesize it. The reactants are: Cl.[NH2:2][CH:3]1[CH2:8][CH2:7][N:6]([CH2:9][C@@H:10]([C:12]2[C:13]([CH3:22])=[C:14]3[C:18](=[CH:19][CH:20]=2)[C:17](=[O:21])[O:16][CH2:15]3)[OH:11])[CH2:5][CH2:4]1.[S:23]1[CH:27]=[CH:26][N:25]=[C:24]1[C:28]1[CH:36]=[CH:35][C:31]([C:32](O)=[O:33])=[CH:30][CH:29]=1.